Dataset: Forward reaction prediction with 1.9M reactions from USPTO patents (1976-2016). Task: Predict the product of the given reaction. (1) Given the reactants [C:1]([C:5]1[CH:10]=[CH:9][CH:8]=[C:7]([C:11]([CH3:14])([CH3:13])[CH3:12])[C:6]=1[OH:15])([CH3:4])([CH3:3])[CH3:2].[Li]CCCC.Cl[P:22]1[O:26][C:25]([C:33]2[CH:38]=[CH:37][CH:36]=[CH:35][CH:34]=2)([C:27]2[CH:32]=[CH:31][CH:30]=[CH:29][CH:28]=2)[C:24]([C:45]2[CH:50]=[CH:49][CH:48]=[CH:47][CH:46]=2)([C:39]2[CH:44]=[CH:43][CH:42]=[CH:41][CH:40]=2)[O:23]1, predict the reaction product. The product is: [C:11]([C:7]1[CH:8]=[CH:9][CH:10]=[C:5]([C:1]([CH3:4])([CH3:3])[CH3:2])[C:6]=1[O:15][P:22]1[O:26][C:25]([C:33]2[CH:38]=[CH:37][CH:36]=[CH:35][CH:34]=2)([C:27]2[CH:28]=[CH:29][CH:30]=[CH:31][CH:32]=2)[C:24]([C:39]2[CH:40]=[CH:41][CH:42]=[CH:43][CH:44]=2)([C:45]2[CH:46]=[CH:47][CH:48]=[CH:49][CH:50]=2)[O:23]1)([CH3:14])([CH3:13])[CH3:12]. (2) Given the reactants C([O:3][C:4]([C:6]1[C:10]([C:11]2[CH:16]=[CH:15][C:14]([Cl:17])=[CH:13][C:12]=2[Cl:18])=[CH:9][NH:8][N:7]=1)=[O:5])C.O.[OH-].[Li+], predict the reaction product. The product is: [Cl:18][C:12]1[CH:13]=[C:14]([Cl:17])[CH:15]=[CH:16][C:11]=1[C:10]1[C:6]([C:4]([OH:5])=[O:3])=[N:7][NH:8][CH:9]=1. (3) Given the reactants C12CC3CC(CC(C3)C1NC(=O)CC(C1(C)CC1)=O)C2.[CH:21]12[CH2:30][CH:25]3[CH2:26][CH:27]([CH2:29][CH:23]([CH2:24]3)[CH:22]1[NH:31][C:32](=[O:44])[C:33](=[CH:40][N:41]([CH3:43])[CH3:42])[C:34](=[O:39])[C:35]([CH3:38])([CH3:37])[CH3:36])[CH2:28]2, predict the reaction product. The product is: [CH:21]12[CH2:28][CH:27]3[CH2:26][CH:25]([CH2:24][CH:23]([CH2:29]3)[CH:22]1[NH:31][C:32](=[O:44])/[C:33](/[C:34]([C:35]1([CH3:38])[CH2:36][CH2:37]1)=[O:39])=[CH:40]\[N:41]([CH3:42])[CH3:43])[CH2:30]2. (4) Given the reactants [F:1][C:2]1[CH:7]=[C:6]([I:8])[CH:5]=[CH:4][C:3]=1[NH:9][C:10]1[CH:18]=[N:17][CH:16]=[CH:15][C:11]=1[C:12]([OH:14])=O.[NH2:19][CH2:20][C:21]1[CH:29]=[CH:28][C:24]([C:25]([OH:27])=[O:26])=[CH:23][CH:22]=1, predict the reaction product. The product is: [F:1][C:2]1[CH:7]=[C:6]([I:8])[CH:5]=[CH:4][C:3]=1[NH:9][C:10]1[CH:18]=[N:17][CH:16]=[CH:15][C:11]=1[C:12]([NH:19][CH2:20][C:21]1[CH:22]=[CH:23][C:24]([C:25]([OH:27])=[O:26])=[CH:28][CH:29]=1)=[O:14]. (5) Given the reactants [CH2:1]1CCC(N=C=NC2CCCCC2)C[CH2:2]1.Cl[C:17]1[C:22]([C:23]([OH:25])=[O:24])=[CH:21][N:20]=[CH:19][CH:18]=1.C(O)C.[C:29]1([OH:35])[CH:34]=[CH:33][CH:32]=[CH:31][CH:30]=1.C([O-])([O-])=O.[K+].[K+], predict the reaction product. The product is: [O:35]([C:17]1[C:22]([C:23]([O:25][CH2:1][CH3:2])=[O:24])=[CH:21][N:20]=[CH:19][CH:18]=1)[C:29]1[CH:34]=[CH:33][CH:32]=[CH:31][CH:30]=1. (6) The product is: [Cl:4][C:5]1[CH:10]=[CH:9][CH:8]=[CH:7][C:6]=1[CH:11]([OH:18])[CH2:12][N:13]1[N:17]=[N:16][CH:15]=[N:14]1. Given the reactants [Mg+2].[Cl-].[Cl-].[Cl:4][C:5]1[CH:10]=[CH:9][CH:8]=[CH:7][C:6]=1[C:11](=[O:18])[CH2:12][N:13]1[N:17]=[N:16][CH:15]=[N:14]1.C1N=C(N)C2N=CN([C@@H]3O[C@H](COP(OP(OC[C@H]4O[C@@H](N5C=C(C(N)=O)CC=C5)[C@H](O)[C@@H]4O)(O)=O)(O)=O)[C@@H](O)[C@H]3O)C=2N=1.ClC1C=CC=CC=1[C@@H](O)CN1N=NC=N1, predict the reaction product. (7) Given the reactants [Cl:1][C:2]1[C:7]([O:8][CH2:9][CH3:10])=[CH:6][C:5]([I:11])=[CH:4][C:3]=1[OH:12].Br[CH:14]([CH2:17][CH3:18])[CH2:15][CH3:16], predict the reaction product. The product is: [Cl:1][C:2]1[C:3]([O:12][CH:14]([CH2:17][CH3:18])[CH2:15][CH3:16])=[CH:4][C:5]([I:11])=[CH:6][C:7]=1[O:8][CH2:9][CH3:10]. (8) Given the reactants Br[CH2:2][CH2:3][C:4]#[N:5].BrCC1C=CC=C(C#N)C=1.[NH:16]1[C:24]2[C:19](=[CH:20][CH:21]=[CH:22][CH:23]=2)[C:18]2([C:28]3=[CH:29][C:30]4[O:34][CH2:33][O:32][C:31]=4[CH:35]=[C:27]3[O:26][CH2:25]2)[C:17]1=[O:36].N1C2C(=CC=CC=2)C2(COC3C=C4C(=CC2=3)CCO4)C1=O, predict the reaction product. The product is: [O:36]=[C:17]1[C:18]2([C:28]3=[CH:29][C:30]4[O:34][CH2:33][O:32][C:31]=4[CH:35]=[C:27]3[O:26][CH2:25]2)[C:19]2[C:24](=[CH:23][CH:22]=[CH:21][CH:20]=2)[N:16]1[CH2:2][CH2:3][C:4]#[N:5]. (9) Given the reactants FC(F)(F)C(O)=O.C(OC([N:15]1[CH2:20][CH2:19][CH:18]([C:21]2[CH:26]=[C:25]([F:27])[C:24]([O:28][CH2:29][C:30]3[CH:35]=[CH:34][CH:33]=[CH:32][CH:31]=3)=[CH:23][C:22]=2[O:36][CH2:37][C:38]2[CH:43]=[CH:42][CH:41]=[CH:40][CH:39]=2)[CH2:17][CH2:16]1)=O)(C)(C)C.O, predict the reaction product. The product is: [CH2:37]([O:36][C:22]1[CH:23]=[C:24]([O:28][CH2:29][C:30]2[CH:31]=[CH:32][CH:33]=[CH:34][CH:35]=2)[C:25]([F:27])=[CH:26][C:21]=1[CH:18]1[CH2:17][CH2:16][NH:15][CH2:20][CH2:19]1)[C:38]1[CH:43]=[CH:42][CH:41]=[CH:40][CH:39]=1.